This data is from Reaction yield outcomes from USPTO patents with 853,638 reactions. The task is: Predict the reaction yield, written as a fraction of the theoretical maximum amount of product (1.0 means a 100% yield; for example, 0.34 means a 34% yield). (1) The reactants are Br[C:2]1[CH:7]=[CH:6][N:5]2[CH:8]=[C:9]([C:11]3[CH:16]=[CH:15][C:14]([O:17][CH3:18])=[CH:13][CH:12]=3)[N:10]=[C:4]2[CH:3]=1.[NH:19]1[CH2:24][CH2:23][O:22][CH2:21][CH2:20]1. No catalyst specified. The product is [CH3:18][O:17][C:14]1[CH:15]=[CH:16][C:11]([C:9]2[N:10]=[C:4]3[CH:3]=[C:2]([N:19]4[CH2:24][CH2:23][O:22][CH2:21][CH2:20]4)[CH:7]=[CH:6][N:5]3[CH:8]=2)=[CH:12][CH:13]=1. The yield is 0.200. (2) The yield is 0.852. The catalyst is CS(O)(=O)=O.O. The reactants are [OH:1][C@@H:2]1[CH2:25][CH2:24][C@@:23]2([CH3:26])[C@H:4]([CH2:5][C:6](=[O:28])[C@@H:7]3[C@@H:22]2[CH2:21][CH2:20][C@@:19]2([CH3:27])[C@H:8]3[CH2:9][CH2:10][C@@H:11]2[C@H:12]([CH3:18])[CH2:13][CH2:14][C:15]([OH:17])=[O:16])[CH2:3]1.[CH3:29]O. The product is [OH:1][C@@H:2]1[CH2:25][CH2:24][C@@:23]2([CH3:26])[C@H:4]([CH2:5][C:6](=[O:28])[C@@H:7]3[C@@H:22]2[CH2:21][CH2:20][C@@:19]2([CH3:27])[C@H:8]3[CH2:9][CH2:10][C@@H:11]2[C@H:12]([CH3:18])[CH2:13][CH2:14][C:15]([O:17][CH3:29])=[O:16])[CH2:3]1. (3) The reactants are [Cl-].[NH4+].[Br:3][C:4]1[CH:9]=[CH:8][C:7]([N:10]([CH3:14])[CH2:11][CH2:12][OH:13])=[C:6]([N+:15]([O-])=O)[CH:5]=1. The catalyst is O.CCOC(C)=O.[Fe]. The product is [NH2:15][C:6]1[CH:5]=[C:4]([Br:3])[CH:9]=[CH:8][C:7]=1[N:10]([CH3:14])[CH2:11][CH2:12][OH:13]. The yield is 0.760. (4) The reactants are FC(F)(F)C(O)=O.[N:8]1([CH2:13][C:14]2[CH:19]=[CH:18][C:17]([C:20]3[CH:24]=[C:23]([CH2:25][CH2:26][CH2:27][CH3:28])[S:22][C:21]=3[S:29]([NH:32]C(C)(C)C)(=[O:31])=[O:30])=[CH:16][CH:15]=2)[CH:12]=[CH:11][N:10]=[CH:9]1.BrC1C=CC(CN2C=CN=C2)=CC=1. The catalyst is C1(OC)C=CC=CC=1. The product is [N:8]1([CH2:13][C:14]2[CH:19]=[CH:18][C:17]([C:20]3[CH:24]=[C:23]([CH2:25][CH2:26][CH2:27][CH3:28])[S:22][C:21]=3[S:29]([NH2:32])(=[O:31])=[O:30])=[CH:16][CH:15]=2)[CH:12]=[CH:11][N:10]=[CH:9]1. The yield is 0.490. (5) The reactants are [Br:1][C:2]1[C:10]2[NH:9][CH:8]=[N:7][C:6]=2[CH:5]=[CH:4][C:3]=1[NH:11][C:12]1[NH:13][CH2:14][CH2:15][N:16]=1.[Br:17]Br.N. The catalyst is CC(O)=O.[Hg](OC(C)=O)OC(C)=O. The product is [Br:1][C:2]1[C:10]2[NH:9][CH:8]=[N:7][C:6]=2[CH:5]=[C:4]([Br:17])[C:3]=1[NH:11][C:12]1[NH:13][CH2:14][CH2:15][N:16]=1. The yield is 0.860. (6) The reactants are C([O:8][C:9]1[CH:16]=[C:15]([N:17]2[CH:21]=[CH:20][CH:19]=[N:18]2)[CH:14]=[CH:13][C:10]=1[C:11]#[N:12])C1C=CC=CC=1.C([O-])=O.[NH4+]. The catalyst is C1COCC1.[Pd]. The product is [OH:8][C:9]1[CH:16]=[C:15]([N:17]2[CH:21]=[CH:20][CH:19]=[N:18]2)[CH:14]=[CH:13][C:10]=1[C:11]#[N:12]. The yield is 0.571. (7) The reactants are [Cl:1][C:2]1[CH:7]=[C:6](I)[CH:5]=[CH:4][N:3]=1.[CH3:9][N:10]1[CH2:15][CH2:14][NH:13][CH2:12][CH2:11]1.CC(C)([O-])C.[Na+]. The catalyst is C1(C)C=CC=CC=1.CC(P(C(C)(C)C)C1[CH-]C=CC=1)(C)C.CC(P(C(C)(C)C)C1[CH-]C=CC=1)(C)C.[Cl-].[Cl-].[Fe+2].[Pd+2]. The product is [Cl:1][C:2]1[CH:7]=[C:6]([N:13]2[CH2:14][CH2:15][N:10]([CH3:9])[CH2:11][CH2:12]2)[CH:5]=[CH:4][N:3]=1. The yield is 0.770. (8) The reactants are [CH2:1]([S:6](Cl)(=[O:8])=[O:7])[CH2:2][CH2:3][CH2:4][CH3:5].[CH2:10](N)[CH2:11][CH3:12].C([N:16](C(C)C)C(C)C)C. The catalyst is C(Cl)Cl. The product is [CH2:10]([CH:1]([S:6]([NH2:16])(=[O:8])=[O:7])[CH2:2][CH2:3][CH2:4][CH3:5])[CH2:11][CH3:12]. The yield is 0.950. (9) The reactants are [N:1]([Si](C)(C)C)=[N+:2]=[N-:3].B(F)(F)F.CCOCC.[Br:17][C:18]1[CH:19]=[C:20]2[C:30](=[CH:31][CH:32]=1)[O:29][C:23]1[CH:24]=[N:25][C:26]([Cl:28])=[CH:27][C:22]=1[C:21]2([CH:34]([CH3:37])[CH2:35][OH:36])O.C(=O)(O)[O-]. The catalyst is C1COCC1.CCOC(C)=O. The product is [N:1]([C:21]1([CH:34]([CH3:37])[CH2:35][OH:36])[C:22]2[CH:27]=[C:26]([Cl:28])[N:25]=[CH:24][C:23]=2[O:29][C:30]2[C:20]1=[CH:19][C:18]([Br:17])=[CH:32][CH:31]=2)=[N+:2]=[N-:3]. The yield is 0.850. (10) The catalyst is C(Cl)Cl.C(=O)(O)[O-].[Na+]. The product is [CH3:15][N:13]([CH3:14])[C:12]1[N:8]([C:5]2[CH:4]=[CH:3][C:2]([F:1])=[CH:7][CH:6]=2)[N:9]=[CH:10][C:11]=1[NH:16][C:28](=[O:29])[CH:27]([N:19]1[CH:20]=[C:21]([C:23]([F:24])([F:26])[F:25])[N:22]=[C:18]1[CH3:17])[CH3:31]. The yield is 0.250. The reactants are [F:1][C:2]1[CH:7]=[CH:6][C:5]([N:8]2[C:12]([N:13]([CH3:15])[CH3:14])=[C:11]([NH2:16])[CH:10]=[N:9]2)=[CH:4][CH:3]=1.[CH3:17][C:18]1[N:19]([CH:27]([CH3:31])[C:28](O)=[O:29])[CH:20]=[C:21]([C:23]([F:26])([F:25])[F:24])[N:22]=1.CN(C(ON1N=NC2C=CC=NC1=2)=[N+](C)C)C.F[P-](F)(F)(F)(F)F.CCN(CC)CC.